From a dataset of TCR-epitope binding with 47,182 pairs between 192 epitopes and 23,139 TCRs. Binary Classification. Given a T-cell receptor sequence (or CDR3 region) and an epitope sequence, predict whether binding occurs between them. (1) The epitope is SEISMDNSPNL. The TCR CDR3 sequence is CASSLTIGTGGLDTEAFF. Result: 0 (the TCR does not bind to the epitope). (2) The epitope is NQKLIANQF. The TCR CDR3 sequence is CSVEEDRNTGELFF. Result: 0 (the TCR does not bind to the epitope). (3) The epitope is LPAADLDDF. The TCR CDR3 sequence is CASSLTSGLGAAQNF. Result: 1 (the TCR binds to the epitope). (4) The epitope is TLDSKTQSL. The TCR CDR3 sequence is CASSLDLFDRAVENEQFF. Result: 1 (the TCR binds to the epitope). (5) The epitope is RIFTIGTVTLK. The TCR CDR3 sequence is CASSQNRGLGEQFF. Result: 0 (the TCR does not bind to the epitope). (6) The epitope is PKYVKQNTLKLAT. The TCR CDR3 sequence is CASGPLGGDNQPQHF. Result: 1 (the TCR binds to the epitope). (7) The epitope is KLSYGIATV. The TCR CDR3 sequence is CASGGYHGDTGELFF. Result: 0 (the TCR does not bind to the epitope). (8) The epitope is TPGPGVRYPL. The TCR CDR3 sequence is CSARITTGGDGYTF. Result: 1 (the TCR binds to the epitope). (9) The epitope is PROT_97E67BCC. The TCR CDR3 sequence is CASSEKASGGDTQYF. Result: 1 (the TCR binds to the epitope). (10) The epitope is QARQMVQAMRTIGTHP. The TCR CDR3 sequence is CASSGHSSGGSYEQYF. Result: 0 (the TCR does not bind to the epitope).